From a dataset of Reaction yield outcomes from USPTO patents with 853,638 reactions. Predict the reaction yield, written as a fraction of the theoretical maximum amount of product (1.0 means a 100% yield; for example, 0.34 means a 34% yield). (1) The reactants are [CH2:1]([N:3]([CH2:14][CH3:15])[CH2:4][CH2:5][O:6][C:7]1[CH:12]=[CH:11][C:10]([NH2:13])=[CH:9][CH:8]=1)[CH3:2].O[CH:17]=[C:18]1[C:26]2[C:21](=[CH:22][CH:23]=[CH:24][CH:25]=2)[NH:20][C:19]1=[O:27]. No catalyst specified. The product is [CH2:14]([N:3]([CH2:1][CH3:2])[CH2:4][CH2:5][O:6][C:7]1[CH:8]=[CH:9][C:10]([NH:13][CH:17]=[C:18]2[C:26]3[C:21](=[CH:22][CH:23]=[CH:24][CH:25]=3)[NH:20][C:19]2=[O:27])=[CH:11][CH:12]=1)[CH3:15]. The yield is 0.510. (2) The reactants are [C:1]1([C:7]2([N:14]3[CH2:19][CH2:18][CH:17]([N:20]4[C:24]5[CH:25]=[CH:26][CH:27]=[CH:28][C:23]=5[N:22]=[CH:21]4)[CH2:16][CH2:15]3)[CH2:13][CH2:12][CH2:11][CH2:10][CH2:9][CH2:8]2)[CH:6]=[CH:5][CH:4]=[CH:3][CH:2]=1.[Li]CCCC.C([C:36]([O:38][CH3:39])=[O:37])#N. The catalyst is C1COCC1.CN(P(N(C)C)(N(C)C)=O)C. The product is [C:1]1([C:7]2([N:14]3[CH2:15][CH2:16][CH:17]([N:20]4[C:24]5[CH:25]=[CH:26][CH:27]=[CH:28][C:23]=5[N:22]=[C:21]4[C:36]([O:38][CH3:39])=[O:37])[CH2:18][CH2:19]3)[CH2:8][CH2:9][CH2:10][CH2:11][CH2:12][CH2:13]2)[CH:2]=[CH:3][CH:4]=[CH:5][CH:6]=1. The yield is 0.170. (3) The reactants are O1CCCC1.[F:6][C:7]([F:20])([F:19])[C:8]1[CH:9]=[C:10]([C:14]2[N:15]=[CH:16][NH:17][CH:18]=2)[CH:11]=[CH:12][CH:13]=1.[H-].[Na+].[CH3:23][Si:24]([CH3:31])([CH3:30])[CH2:25][CH2:26][O:27][CH2:28]Cl. The catalyst is O. The product is [F:20][C:7]([F:6])([F:19])[C:8]1[CH:9]=[C:10]([C:14]2[N:15]=[CH:16][N:17]([CH2:28][O:27][CH2:26][CH2:25][Si:24]([CH3:31])([CH3:30])[CH3:23])[CH:18]=2)[CH:11]=[CH:12][CH:13]=1. The yield is 0.697. (4) The reactants are [Br:1][C:2]1[CH:3]=[C:4]([N:13]2[C:22](=[O:23])[C:21]3[C:16](=[CH:17][CH:18]=[CH:19][CH:20]=3)[N:15]=[C:14]2[CH2:24][CH3:25])[CH:5]=[CH:6][C:7]=1[O:8][CH2:9][CH2:10][CH2:11]Cl.[NH:26]1[CH2:31][CH2:30][CH2:29][CH2:28][CH2:27]1. The catalyst is C(OCC)C. The product is [Br:1][C:2]1[CH:3]=[C:4]([N:13]2[C:22](=[O:23])[C:21]3[C:16](=[CH:17][CH:18]=[CH:19][CH:20]=3)[N:15]=[C:14]2[CH2:24][CH3:25])[CH:5]=[CH:6][C:7]=1[O:8][CH2:9][CH2:10][CH2:11][N:26]1[CH2:31][CH2:30][CH2:29][CH2:28][CH2:27]1. The yield is 0.990. (5) The reactants are [CH:1]([C:4]1[CH:9]=[CH:8][C:7]([CH:10]2[C:14]3[C:15]([CH3:30])=[C:16]([NH:21][C:22](=[O:29])OCC(Cl)(Cl)Cl)[C:17]([CH3:20])=[C:18]([CH3:19])[C:13]=3[O:12][CH2:11]2)=[CH:6][CH:5]=1)([CH3:3])[CH3:2].[CH2:31]([NH:33][CH2:34][CH3:35])[CH3:32]. No catalyst specified. The product is [CH2:31]([N:33]([CH2:34][CH3:35])[C:22]([NH:21][C:16]1[C:17]([CH3:20])=[C:18]([CH3:19])[C:13]2[O:12][CH2:11][CH:10]([C:7]3[CH:8]=[CH:9][C:4]([CH:1]([CH3:2])[CH3:3])=[CH:5][CH:6]=3)[C:14]=2[C:15]=1[CH3:30])=[O:29])[CH3:32]. The yield is 0.680. (6) The reactants are O[N:2]([CH:41]1[CH2:46][CH2:45][CH2:44][CH2:43][CH2:42]1)[C:3]1[CH:11]=[C:10]([N:12]2[C:16]3=[N:17][CH:18]=[CH:19][C:20]([N:21]4[CH:25]=[C:24]([C:26]5[CH:27]=[N:28][N:29](CC6C=CC=CC=6)[CH:30]=5)[N:23]=[CH:22]4)=[C:15]3[C:14]([CH:38]([CH3:40])[CH3:39])=[N:13]2)[CH:9]=[CH:8][C:4]=1[C:5]([NH2:7])=[O:6].C1CCCCC=1.C([OH:55])C. The catalyst is [OH-].[Pd+2].[OH-]. The product is [NH:29]1[CH:30]=[C:26]([C:24]2[N:23]=[CH:22][N:21]([C:20]3[CH:19]=[CH:18][N:17]=[C:16]4[N:12]([C:10]5[CH:9]=[CH:8][C:4]([C:5]([NH2:7])=[O:6])=[C:3]([NH:2][CH:41]6[CH2:46][CH2:45][CH:44]([OH:55])[CH2:43][CH2:42]6)[CH:11]=5)[N:13]=[C:14]([CH:38]([CH3:39])[CH3:40])[C:15]=34)[CH:25]=2)[CH:27]=[N:28]1. The yield is 0.560.